From a dataset of CYP2C9 inhibition data for predicting drug metabolism from PubChem BioAssay. Regression/Classification. Given a drug SMILES string, predict its absorption, distribution, metabolism, or excretion properties. Task type varies by dataset: regression for continuous measurements (e.g., permeability, clearance, half-life) or binary classification for categorical outcomes (e.g., BBB penetration, CYP inhibition). Dataset: cyp2c9_veith. (1) The drug is CNC[C@H](O)c1ccc(O)c(OC)c1. The result is 0 (non-inhibitor). (2) The drug is CC(C)(C)CC(=O)NC(=S)N1CCCCCC1. The result is 0 (non-inhibitor). (3) The compound is O=C(O)CSCNC(=O)CC12CC3CC(CC(C3)C1)C2. The result is 0 (non-inhibitor). (4) The molecule is C=CCSc1nnc(-c2cc3c(-c4ccccc4)nn(C)c3s2)n1C. The result is 1 (inhibitor).